From a dataset of Reaction yield outcomes from USPTO patents with 853,638 reactions. Predict the reaction yield, written as a fraction of the theoretical maximum amount of product (1.0 means a 100% yield; for example, 0.34 means a 34% yield). (1) The reactants are CC1(C)C2C(=C(P(C3C=CC=CC=3)C3C=CC=CC=3)C=CC=2)OC2C(P(C3C=CC=CC=3)C3C=CC=CC=3)=CC=CC1=2.C(=O)([O-])[O-].[K+].[K+].[CH2:49]([O:51][C:52]([C:54]1[S:55][C:56]([C:59]2[CH:64]=[CH:63][N:62]=[C:61](Cl)[N:60]=2)=[CH:57][CH:58]=1)=[O:53])[CH3:50].[NH2:66][C:67]1[CH:68]=[N:69][CH:70]=[CH:71][CH:72]=1. The catalyst is O1CCOCC1.CCOC(C)=O.O.[Pd]. The product is [CH2:49]([O:51][C:52]([C:54]1[S:55][C:56]([C:59]2[CH:64]=[CH:63][N:62]=[C:61]([NH:66][C:67]3[CH:68]=[N:69][CH:70]=[CH:71][CH:72]=3)[N:60]=2)=[CH:57][CH:58]=1)=[O:53])[CH3:50]. The yield is 0.563. (2) The reactants are [Cl:1][C:2]1[N:3]=[CH:4][C:5]2[CH:10]=[C:9]([CH:11](OCC)[O:12]CC)[N:8]([CH:18]3[CH2:22][CH2:21][CH2:20][CH2:19]3)[C:6]=2[N:7]=1.Cl.[OH-].[Na+].C([O-])(O)=O.[Na+]. The product is [Cl:1][C:2]1[N:3]=[CH:4][C:5]2[CH:10]=[C:9]([CH:11]=[O:12])[N:8]([CH:18]3[CH2:19][CH2:20][CH2:21][CH2:22]3)[C:6]=2[N:7]=1. The catalyst is O1CCOCC1. The yield is 0.830.